Predict the reactants needed to synthesize the given product. From a dataset of Full USPTO retrosynthesis dataset with 1.9M reactions from patents (1976-2016). Given the product [CH3:1][O:2][C:3](=[O:20])[C:4]1[CH:9]=[C:8]([CH:10]2[CH2:14][CH2:13][O:12][CH2:11]2)[C:7]([C:15]([F:17])([F:18])[F:16])=[CH:6][C:5]=1[NH2:19], predict the reactants needed to synthesize it. The reactants are: [CH3:1][O:2][C:3](=[O:20])[C:4]1[CH:9]=[C:8]([C:10]2[CH:14]=[CH:13][O:12][CH:11]=2)[C:7]([C:15]([F:18])([F:17])[F:16])=[CH:6][C:5]=1[NH2:19].